Dataset: HIV replication inhibition screening data with 41,000+ compounds from the AIDS Antiviral Screen. Task: Binary Classification. Given a drug SMILES string, predict its activity (active/inactive) in a high-throughput screening assay against a specified biological target. (1) The drug is COc1ccc(OC)c(-c2cc(=O)c3c(OC)c(OC)c(OC)c(OC)c3o2)c1. The result is 0 (inactive). (2) The drug is N#Cc1ccccc1NC(=O)C(O)C(O)C(O)C(O)C=O. The result is 0 (inactive). (3) The molecule is c1ccc(C2N=C(c3ccccn3)C(c3ccccn3)=NC2c2ccccc2)cc1. The result is 0 (inactive). (4) The drug is O=c1c2c3c(sc2nc(CN2CCNCC2)n1-c1ccccc1)CCCC3. The result is 0 (inactive). (5) The molecule is c1ccc(-c2cnnc3c4ccccc4nn23)cc1. The result is 0 (inactive).